This data is from Catalyst prediction with 721,799 reactions and 888 catalyst types from USPTO. The task is: Predict which catalyst facilitates the given reaction. (1) The catalyst class is: 14. Product: [CH2:21]([N:23]1[C:4]([OH:14])=[CH:5][C:6]([C:7]2[CH:12]=[CH:11][CH:10]=[CH:9][N:8]=2)=[N:24]1)[CH3:22]. Reactant: C(O[C:4](=[O:14])[CH2:5][C:6](=O)[C:7]1[CH:12]=[CH:11][CH:10]=[CH:9][N:8]=1)C.C(O)(=O)C(O)=O.[CH2:21]([NH:23][NH2:24])[CH3:22]. (2) Reactant: [CH3:1][O:2][C:3]1[CH:4]=[C:5]2[C:10](=[CH:11][CH:12]=1)[N:9]=[CH:8][CH:7]=[CH:6]2.C([O-])=O.[NH4+]. Product: [CH3:1][O:2][C:3]1[CH:4]=[C:5]2[C:10](=[CH:11][CH:12]=1)[NH:9][CH2:8][CH2:7][CH2:6]2. The catalyst class is: 19. (3) Product: [NH2:32][C:22]1[N:21]=[C:20]([NH:1][C:2]2[CH:17]=[CH:16][C:5]([O:6][C:7]3[CH:8]=[C:9]4[C:13](=[CH:14][CH:15]=3)[NH:12][N:11]=[CH:10]4)=[C:4]([F:18])[CH:3]=2)[CH:25]=[C:24]([C:26]2[CH:31]=[CH:30][N:29]=[CH:28][CH:27]=2)[N:23]=1. The catalyst class is: 6. Reactant: [NH2:1][C:2]1[CH:17]=[CH:16][C:5]([O:6][C:7]2[CH:8]=[C:9]3[C:13](=[CH:14][CH:15]=2)[NH:12][N:11]=[CH:10]3)=[C:4]([F:18])[CH:3]=1.Cl[C:20]1[CH:25]=[C:24]([C:26]2[CH:31]=[CH:30][N:29]=[CH:28][CH:27]=2)[N:23]=[C:22]([NH2:32])[N:21]=1.Cl.C(=O)(O)[O-].[Na+]. (4) Product: [CH3:1][CH:2]([NH:4][C:10]([C:6]1[S:5][CH:9]=[CH:8][CH:7]=1)=[O:11])[CH3:3]. The catalyst class is: 2. Reactant: [CH3:1][CH:2]([NH2:4])[CH3:3].[S:5]1[CH:9]=[CH:8][CH:7]=[C:6]1[C:10](Cl)=[O:11].C(N(C(C)C)C(C)C)C.